Dataset: Forward reaction prediction with 1.9M reactions from USPTO patents (1976-2016). Task: Predict the product of the given reaction. (1) Given the reactants [NH:1]([CH2:8][C:9]([O:11][CH2:12][CH3:13])=[O:10])[CH2:2][C:3]([O:5][CH2:6][CH3:7])=[O:4].C(=O)([O-])O.[Na+].CN(C)C=O.[CH2:24](Br)[C:25]1[CH:30]=[CH:29][CH:28]=[CH:27][CH:26]=1, predict the reaction product. The product is: [CH2:24]([N:1]([CH2:2][C:3]([O:5][CH2:6][CH3:7])=[O:4])[CH2:8][C:9]([O:11][CH2:12][CH3:13])=[O:10])[C:25]1[CH:30]=[CH:29][CH:28]=[CH:27][CH:26]=1. (2) Given the reactants [F:1][C:2]([F:16])([F:15])[C:3]1[CH:4]=[C:5]([CH2:13][OH:14])[CH:6]=[C:7]([C:9]([F:12])([F:11])[F:10])[CH:8]=1.[H-].[Na+].[C:19]([C:21]1[CH:22]=[C:23]([CH:59]([CH3:61])[CH3:60])[C:24]2[O:28][C:27]([C:29]3[CH:57]=[CH:56][C:32]([C:33]([NH:35][CH2:36][CH:37]4[CH2:42][CH2:41][N:40]([C:43](OCC5C=CC([N+]([O-])=O)=CC=5)=[O:44])[CH2:39][CH2:38]4)=[O:34])=[CH:31][CH:30]=3)=[N:26][C:25]=2[CH:58]=1)#[N:20], predict the reaction product. The product is: [C:19]([C:21]1[CH:22]=[C:23]([CH:59]([CH3:61])[CH3:60])[C:24]2[O:28][C:27]([C:29]3[CH:30]=[CH:31][C:32]([C:33]([NH:35][CH2:36][CH:37]4[CH2:38][CH2:39][N:40]([C:43]([O:14][CH2:13][C:5]5[CH:4]=[C:3]([C:2]([F:15])([F:16])[F:1])[CH:8]=[C:7]([C:9]([F:10])([F:11])[F:12])[CH:6]=5)=[O:44])[CH2:41][CH2:42]4)=[O:34])=[CH:56][CH:57]=3)=[N:26][C:25]=2[CH:58]=1)#[N:20]. (3) Given the reactants [NH:1]1[CH2:8][CH2:7][CH2:6][CH:2]1[C:3]([OH:5])=O.B.O1CCCC1.[OH-].[Na+].[C:17](O[C:17]([O:19][C:20]([CH3:23])([CH3:22])[CH3:21])=[O:18])([O:19][C:20]([CH3:23])([CH3:22])[CH3:21])=[O:18].C(=O)([O-])[O-].[K+].[K+], predict the reaction product. The product is: [OH:5][CH2:3][CH:2]1[CH2:6][CH2:7][CH2:8][N:1]1[C:17]([O:19][C:20]([CH3:23])([CH3:22])[CH3:21])=[O:18]. (4) The product is: [C:1]([O:5][C:6](=[O:27])[NH:7][CH:8]([C:19]1[CH:24]=[CH:23][C:22]([Cl:25])=[C:21]([Cl:26])[CH:20]=1)[C:9]([C:11]1[CH:16]=[CH:15][C:14]([C:42]2[CH:41]=[CH:40][CH:39]=[C:38]([S:35]([CH3:34])(=[O:37])=[O:36])[CH:43]=2)=[CH:13][C:12]=1[F:18])=[O:10])([CH3:4])([CH3:3])[CH3:2]. Given the reactants [C:1]([O:5][C:6](=[O:27])[NH:7][CH:8]([C:19]1[CH:24]=[CH:23][C:22]([Cl:25])=[C:21]([Cl:26])[CH:20]=1)[C:9]([C:11]1[CH:16]=[CH:15][C:14](Br)=[CH:13][C:12]=1[F:18])=[O:10])([CH3:4])([CH3:3])[CH3:2].C(=O)(O)[O-].[Na+].O.[CH3:34][S:35]([C:38]1[CH:39]=[C:40](B(O)O)[CH:41]=[CH:42][CH:43]=1)(=[O:37])=[O:36], predict the reaction product. (5) Given the reactants [C:1]([O:5][CH2:6][CH3:7])(=[O:4])[CH2:2][OH:3].[H-].[Na+].Cl[C:11]1[C:16]([C:17](OCC)=[O:18])=[CH:15][N:14]=[CH:13][CH:12]=1, predict the reaction product. The product is: [OH:18][C:17]1[C:16]2[CH:15]=[N:14][CH:13]=[CH:12][C:11]=2[O:3][C:2]=1[C:1]([O:5][CH2:6][CH3:7])=[O:4]. (6) The product is: [CH3:35][N:36]([CH3:37])[C:27](=[O:29])[CH2:26][CH2:25][CH2:24][N:22]1[CH:23]=[C:19]([N:14]2[CH:15]=[CH:16][C:17](=[O:18])[C:12]([CH2:11][C:10]3[CH:9]=[C:8]([NH:7][C:5](=[O:6])[O:4][CH2:3][CH:2]([CH3:1])[CH3:33])[CH:32]=[CH:31][CH:30]=3)=[N:13]2)[CH:20]=[N:21]1. Given the reactants [CH3:1][CH:2]([CH3:33])[CH2:3][O:4][C:5]([NH:7][C:8]1[CH:9]=[C:10]([CH:30]=[CH:31][CH:32]=1)[CH2:11][C:12]1[C:17](=[O:18])[CH:16]=[CH:15][N:14]([C:19]2[CH:20]=[N:21][N:22]([CH2:24][CH2:25][CH2:26][C:27]([OH:29])=O)[CH:23]=2)[N:13]=1)=[O:6].C[CH2:35][N:36](C(C)C)[CH:37](C)C.CNC.CN(C(ON1N=NC2C=CC=CC1=2)=[N+](C)C)C.[B-](F)(F)(F)F, predict the reaction product. (7) Given the reactants [BH4-].[Na+].[O:3]1[CH2:7][CH2:6][CH:5]([CH2:8][NH:9][C:10]([C:12]2[C:16]([CH:17]=[O:18])=[C:15]([CH2:19][O:20][CH2:21][C:22]3[CH:27]=[CH:26][CH:25]=[CH:24][C:23]=3[F:28])[O:14][N:13]=2)=[O:11])[CH2:4]1.Cl, predict the reaction product. The product is: [O:3]1[CH2:7][CH2:6][CH:5]([CH2:8][NH:9][C:10]([C:12]2[C:16]([CH2:17][OH:18])=[C:15]([CH2:19][O:20][CH2:21][C:22]3[CH:27]=[CH:26][CH:25]=[CH:24][C:23]=3[F:28])[O:14][N:13]=2)=[O:11])[CH2:4]1.